Predict the reactants needed to synthesize the given product. From a dataset of Full USPTO retrosynthesis dataset with 1.9M reactions from patents (1976-2016). (1) Given the product [Cl:1][C:2]1[CH:3]=[C:4]([N:10]2[C:14]([CH3:15])=[C:13]([CH2:16][C:17]3[CH:25]=[CH:24][C:20]([C:21]([N:31]4[CH2:32][CH2:33][N:28]([CH3:27])[CH2:29][CH2:30]4)=[O:22])=[CH:19][CH:18]=3)[C:12]([CH3:26])=[N:11]2)[CH:5]=[CH:6][C:7]=1[C:8]#[N:9], predict the reactants needed to synthesize it. The reactants are: [Cl:1][C:2]1[CH:3]=[C:4]([N:10]2[C:14]([CH3:15])=[C:13]([CH2:16][C:17]3[CH:25]=[CH:24][C:20]([C:21](O)=[O:22])=[CH:19][CH:18]=3)[C:12]([CH3:26])=[N:11]2)[CH:5]=[CH:6][C:7]=1[C:8]#[N:9].[CH3:27][N:28]1[CH2:33][CH2:32][NH:31][CH2:30][CH2:29]1. (2) Given the product [F:15][C:16]([F:27])([F:26])[C:17]([O:19][Si:9]([CH2:1][CH2:2][CH2:3][CH2:4][CH2:5][CH2:6][CH2:7][CH3:8])([CH3:14])[CH3:13])=[O:18], predict the reactants needed to synthesize it. The reactants are: [CH2:1]([Si:9]([CH3:14])([CH3:13])N(C)C)[CH2:2][CH2:3][CH2:4][CH2:5][CH2:6][CH2:7][CH3:8].[F:15][C:16]([F:27])([F:26])[C:17]([O:19]C(=O)C(F)(F)F)=[O:18]. (3) Given the product [CH2:3]([O:7][C:9]1[CH:14]=[C:13]([CH2:15][C:16]2[CH:17]=[CH:18][CH:19]=[CH:20][CH:21]=2)[N:12]=[CH:11][N:10]=1)[C:4]#[C:5][CH3:6], predict the reactants needed to synthesize it. The reactants are: [H-].[Na+].[CH2:3]([OH:7])[C:4]#[C:5][CH3:6].Cl[C:9]1[CH:14]=[C:13]([CH2:15][C:16]2[CH:21]=[CH:20][CH:19]=[CH:18][CH:17]=2)[N:12]=[CH:11][N:10]=1.[Cl-].[NH4+]. (4) The reactants are: [CH3:1]C1(C)CC(CN=C=O)(C)CC(N=C=O)C1.[N-]=[C:18]=O.C(N)CN.[O:24]=[C:25]1[O:31][C@H:30]([C@H:32]([CH2:34]O)[OH:33])[C:28](O)=[C:26]1[OH:27].C(OO)(C)(C)C.OO. Given the product [C:25]([O:31][CH3:30])(=[O:24])[C:26]([CH3:1])=[CH2:28].[CH3:18][O:27][C:26]1[CH:25]=[CH:34][C:32]([OH:33])=[CH:30][CH:28]=1, predict the reactants needed to synthesize it. (5) Given the product [CH:1]1([N:4]([CH2:29][C:30]2[C:38]3[C:33](=[CH:34][CH:35]=[CH:36][CH:37]=3)[N:32]([CH2:39][CH2:40][CH2:41][O:42][CH3:43])[CH:31]=2)[C:5]([CH:7]2[C:12]([C:14]3[CH:19]=[CH:18][C:17]([F:20])=[C:16]([F:21])[CH:15]=3)([OH:13])[CH2:11][CH2:10][NH:9][CH2:8]2)=[O:6])[CH2:3][CH2:2]1, predict the reactants needed to synthesize it. The reactants are: [CH:1]1([N:4]([CH2:29][C:30]2[C:38]3[C:33](=[CH:34][CH:35]=[CH:36][CH:37]=3)[N:32]([CH2:39][CH2:40][CH2:41][O:42][CH3:43])[CH:31]=2)[C:5]([C@@H:7]2[C@:12]([C:14]3[CH:19]=[CH:18][C:17]([F:20])=[C:16]([F:21])[CH:15]=3)([OH:13])[CH2:11][CH2:10][N:9](C(OC(C)(C)C)=O)[CH2:8]2)=[O:6])[CH2:3][CH2:2]1. (6) Given the product [Cl:44][C:19]1[CH:18]=[C:17]([C:8]2[CH:9]=[C:10]([O:15][CH3:16])[C:11]([O:13][CH3:14])=[CH:12][C:7]=2[CH2:6][CH2:5][NH:4][C:1](=[O:3])[CH3:2])[CH:22]=[CH:21][C:20]=1[C@H:23]1[C@H:28]([C:29]2[CH:34]=[CH:33][N:32]([CH3:35])[C:31](=[O:36])[CH:30]=2)[CH2:27][CH2:26][NH:25][CH2:24]1, predict the reactants needed to synthesize it. The reactants are: [C:1]([NH:4][CH2:5][CH2:6][C:7]1[CH:12]=[C:11]([O:13][CH3:14])[C:10]([O:15][CH3:16])=[CH:9][C:8]=1[C:17]1[CH:22]=[CH:21][C:20]([C@H:23]2[C@H:28]([C:29]3[CH:34]=[CH:33][N:32]([CH3:35])[C:31](=[O:36])[CH:30]=3)[CH2:27][CH2:26][N:25](C(OC(C)(C)C)=O)[CH2:24]2)=[C:19]([Cl:44])[CH:18]=1)(=[O:3])[CH3:2].Cl.O1CCOCC1.